From a dataset of Reaction yield outcomes from USPTO patents with 853,638 reactions. Predict the reaction yield, written as a fraction of the theoretical maximum amount of product (1.0 means a 100% yield; for example, 0.34 means a 34% yield). (1) The reactants are [CH3:1][C:2]1[O:6][N:5]=[C:4]([C:7]2[CH:12]=[CH:11][CH:10]=[CH:9][CH:8]=2)[C:3]=1[CH2:13][OH:14].O[C:16]1[CH:25]=[N:24][C:23]2[C:18](=[CH:19][CH:20]=[CH:21][CH:22]=2)[N:17]=1.C(P(CCCC)CCCC)CCC.CN(C)C(N=NC(N(C)C)=O)=O.C1(P(C2C=CC=CC=2)C2C=CC=CC=2)C=CC=CC=1.N(C(OCC)=O)=NC(OCC)=O. The catalyst is C1COCC1. The product is [CH3:1][C:2]1[O:6][N:5]=[C:4]([C:7]2[CH:12]=[CH:11][CH:10]=[CH:9][CH:8]=2)[C:3]=1[CH2:13][O:14][C:16]1[CH:25]=[N:24][C:23]2[C:18](=[CH:19][CH:20]=[CH:21][CH:22]=2)[N:17]=1. The yield is 0.400. (2) The reactants are I[C:2]1[CH:7]=[CH:6][C:5]([S:8]([CH3:11])(=[O:10])=[O:9])=[CH:4][C:3]=1[C:12]([N:14]1[CH2:19][CH2:18][N:17]([C:20]2[CH:25]=[CH:24][C:23]([C:26]([F:29])([F:28])[F:27])=[CH:22][CH:21]=2)[CH2:16][CH2:15]1)=[O:13].[CH:30]1([CH2:33][NH2:34])[CH2:32][CH2:31]1. The product is [CH:30]1([CH2:33][NH:34][C:2]2[CH:7]=[CH:6][C:5]([S:8]([CH3:11])(=[O:10])=[O:9])=[CH:4][C:3]=2[C:12]([N:14]2[CH2:19][CH2:18][N:17]([C:20]3[CH:25]=[CH:24][C:23]([C:26]([F:29])([F:28])[F:27])=[CH:22][CH:21]=3)[CH2:16][CH2:15]2)=[O:13])[CH2:32][CH2:31]1. No catalyst specified. The yield is 0.400. (3) The reactants are [N+:1]([C:4]1[C:8]2[CH:9]=[CH:10][CH:11]=[CH:12][C:7]=2[S:6][C:5]=1[S:13]([O-:16])(=[O:15])=[O:14])([O-:3])=[O:2].C(=O)([O-])[O-].[Ag+2:21].CCCCCC.C(OCC)(=O)C. The catalyst is C(#N)C.O. The product is [N+:1]([C:4]1[C:8]2[CH:9]=[CH:10][CH:11]=[CH:12][C:7]=2[S:6][C:5]=1[S:13]([O-:16])(=[O:14])=[O:15])([O-:3])=[O:2].[Ag+:21]. The yield is 0.982.